From a dataset of Full USPTO retrosynthesis dataset with 1.9M reactions from patents (1976-2016). Predict the reactants needed to synthesize the given product. (1) Given the product [F:29][C:30]([F:36])([F:35])[CH2:31][C:32]([NH:17][CH2:16][C:9]1[C:10]2[C:15](=[CH:14][CH:13]=[CH:12][CH:11]=2)[C:6](/[CH:5]=[CH:4]/[CH:3]([C:18]2[CH:19]=[C:20]([Cl:26])[C:21]([Cl:25])=[C:22]([Cl:24])[CH:23]=2)[C:2]([F:1])([F:27])[F:28])=[CH:7][CH:8]=1)=[O:33], predict the reactants needed to synthesize it. The reactants are: [F:1][C:2]([F:28])([F:27])[CH:3]([C:18]1[CH:23]=[C:22]([Cl:24])[C:21]([Cl:25])=[C:20]([Cl:26])[CH:19]=1)/[CH:4]=[CH:5]/[C:6]1[C:15]2[C:10](=[CH:11][CH:12]=[CH:13][CH:14]=2)[C:9]([CH2:16][NH2:17])=[CH:8][CH:7]=1.[F:29][C:30]([F:36])([F:35])[CH2:31][C:32](O)=[O:33].C1C=CC2N(O)N=NC=2C=1.CCN=C=NCCCN(C)C.Cl.CCN(C(C)C)C(C)C. (2) Given the product [CH2:18]=[C:5]1[C:4]2[C:9](=[CH:10][CH:11]=[C:2]([C:25]3[CH:26]=[C:21]([CH:22]=[CH:23][CH:24]=3)[C:19]#[N:20])[CH:3]=2)[O:8][CH:7]([C:12]2[CH:17]=[CH:16][CH:15]=[CH:14][CH:13]=2)[CH2:6]1, predict the reactants needed to synthesize it. The reactants are: Br[C:2]1[CH:3]=[C:4]2[C:9](=[CH:10][CH:11]=1)[O:8][CH:7]([C:12]1[CH:17]=[CH:16][CH:15]=[CH:14][CH:13]=1)[CH2:6][C:5]2=[CH2:18].[C:19]([C:21]1[CH:22]=[C:23](B(O)O)[CH:24]=[CH:25][CH:26]=1)#[N:20]. (3) The reactants are: C(O[CH:5]1[CH:9]2[O:10][C:11](=[O:13])[CH2:12][CH:8]2[CH:7]([CH2:14][O:15][C:16](=[O:23])[C:17]2[CH:22]=[CH:21][CH:20]=[CH:19][CH:18]=2)[O:6]1)(=O)C.[C:24]1([SH:30])[CH:29]=[CH:28][CH:27]=[CH:26][CH:25]=1.B(F)(F)F.CCOCC.C([O-])(O)=O.[Na+]. Given the product [C:16]([O:15][CH2:14][CH:7]1[CH:8]2[CH:9]([O:10][C:11](=[O:13])[CH2:12]2)[CH:5]([S:30][C:24]2[CH:29]=[CH:28][CH:27]=[CH:26][CH:25]=2)[O:6]1)(=[O:23])[C:17]1[CH:18]=[CH:19][CH:20]=[CH:21][CH:22]=1, predict the reactants needed to synthesize it.